Dataset: Experimentally validated miRNA-target interactions with 360,000+ pairs, plus equal number of negative samples. Task: Binary Classification. Given a miRNA mature sequence and a target amino acid sequence, predict their likelihood of interaction. (1) The miRNA is mmu-miR-711 with sequence GGGACCCGGGGAGAGAUGUAAG. The protein sequence of the target gene is MELWGAYLLLCLFSLLTQVTTEPPTQKPKKIVNAKKDVVNTKMFEELKSRLDTLAQEVALLKEQQALQTVCLKGTKVHMKCFLAFTQTKTFHEASEDCISRGGTLGTPQTGSENDALYEYLRQSVGNEAEIWLGLNDMAAEGTWVDMTGARIAYKNWETEITAQPDGGKTENCAVLSGAANGKWFDKRCRDQLPYICQFGIV. Result: 0 (no interaction). (2) The miRNA is hsa-miR-148b-3p with sequence UCAGUGCAUCACAGAACUUUGU. The protein sequence of the target gene is MNRLPDDYDPYAVEEPSDEEPALSSSEDEVDVLLHGTPDQKRKLIRECLTGESESSSEDEFEKEMEAELNSTMKTMEDKLSSLGTGSSSGNGKVATAPTRYYDDIYFDSDSEDEDRAVQVTKKKKKKQHKIPTNDELLYDPEKDNRDQAWVDAQRRGYHGLGPQRSRQQQPVPNSDAVLNCPACMTTLCLDCQRHESYKTQYRAMFVMNCSINKEEVLRYKASENRKKRRVHKKMRSNREDAAEKAETDVEEIYHPVMCTECSTEVAVYDKDEVFHFFNVLASHS. Result: 0 (no interaction). (3) The miRNA is mmu-miR-465a-3p with sequence GAUCAGGGCCUUUCUAAGUAGA. The protein sequence of the target gene is MAFLKLRDQPSLVQAIFNGDPDEVRALIFKKEDVNFQDNEKRTPLHAAAYLGDAEIIELLILSGARVNAKDSKWLTPLHRAVASCSEEAVQILLKHSADVNARDKNWQTPLHIAAANKAVKCAESLVPLLSNVNVSDRAGRTALHHAAFSGHGEMVKLLLSRGANINAFDKKDRRAIHWAAYMGHIEVVKLLVSHGAEVTCKDKKSYTPLHAAASSGMISVVKYLLDLGVDMNEPNAYGNTPLHVACYNGQDVVVNELIDCGANVNQKNEKGFTPLHFAAASTHGALCLELLVGNGADVN.... Result: 0 (no interaction).